From a dataset of Forward reaction prediction with 1.9M reactions from USPTO patents (1976-2016). Predict the product of the given reaction. (1) Given the reactants Cl[C:2]1[C:7]([NH2:8])=[CH:6][CH:5]=[C:4]([Cl:9])[N:3]=1.[CH3:10][O:11][Na].CO, predict the reaction product. The product is: [Cl:9][C:4]1[N:3]=[C:2]([O:11][CH3:10])[C:7]([NH2:8])=[CH:6][CH:5]=1. (2) Given the reactants [Cl:1][C:2]1[CH:7]=[CH:6][CH:5]=[CH:4][C:3]=1[N:8]1[C:12]([C:13]2[S:14][C:15]([C:18]3[CH:23]=[CH:22][CH:21]=[C:20]([S:24]([CH3:27])(=[O:26])=[O:25])[CH:19]=3)=[CH:16][CH:17]=2)=[CH:11][C:10]([C:28](O)=[O:29])=[N:9]1.CN(C=O)C.C(Cl)(=O)C([Cl:39])=O.O1CCOCC1, predict the reaction product. The product is: [Cl:1][C:2]1[CH:7]=[CH:6][CH:5]=[CH:4][C:3]=1[N:8]1[C:12]([C:13]2[S:14][C:15]([C:18]3[CH:23]=[CH:22][CH:21]=[C:20]([S:24]([CH3:27])(=[O:25])=[O:26])[CH:19]=3)=[CH:16][CH:17]=2)=[CH:11][C:10]([C:28]([Cl:39])=[O:29])=[N:9]1. (3) Given the reactants [C:1](Cl)(=[O:10])[O:2][CH2:3][C:4]1[CH:9]=[CH:8][CH:7]=[CH:6][CH:5]=1.C1(C[N:19]2[CH2:24][CH2:23][N:22]([C:25]3[CH:26]=[C:27]([CH:33]=[CH:34][CH:35]=3)[C:28]([O:30][CH2:31][CH3:32])=[O:29])[CH2:21][CH2:20]2)C=CC=CC=1, predict the reaction product. The product is: [C:4]1([CH2:3][O:2][C:1]([N:19]2[CH2:20][CH2:21][N:22]([C:25]3[CH:26]=[C:27]([CH:33]=[CH:34][CH:35]=3)[C:28]([O:30][CH2:31][CH3:32])=[O:29])[CH2:23][CH2:24]2)=[O:10])[CH:9]=[CH:8][CH:7]=[CH:6][CH:5]=1. (4) Given the reactants C(NC(C)C)(C)C.C([Li])CCC.[CH2:13]=[C:14]1[CH2:18][CH2:17][CH:16]([C:19]([O:21][CH3:22])=[O:20])[CH2:15]1.[Br:23][CH2:24][CH2:25][CH2:26]Br, predict the reaction product. The product is: [CH2:13]=[C:14]1[CH2:18][CH2:17][C:16]([CH2:26][CH2:25][CH2:24][Br:23])([C:19]([O:21][CH3:22])=[O:20])[CH2:15]1. (5) Given the reactants [O:1]1[C:5]2[CH:6]=[CH:7][C:8]([NH:10][C:11](SC)=[C:12]([S:15]([CH3:18])(=[O:17])=[O:16])[C:13]#[N:14])=[CH:9][C:4]=2[O:3][CH2:2]1.[CH3:21][C:22]([NH2:26])([CH3:25])[CH2:23][CH3:24], predict the reaction product. The product is: [O:1]1[C:5]2[CH:6]=[CH:7][C:8]([NH:10][C:11]([NH:26][C:22]([CH3:25])([CH3:21])[CH2:23][CH3:24])=[C:12]([S:15]([CH3:18])(=[O:17])=[O:16])[C:13]#[N:14])=[CH:9][C:4]=2[O:3][CH2:2]1.